This data is from NCI-60 drug combinations with 297,098 pairs across 59 cell lines. The task is: Regression. Given two drug SMILES strings and cell line genomic features, predict the synergy score measuring deviation from expected non-interaction effect. (1) Drug 1: C1CN1C2=NC(=NC(=N2)N3CC3)N4CC4. Drug 2: CC12CCC3C(C1CCC2O)C(CC4=C3C=CC(=C4)O)CCCCCCCCCS(=O)CCCC(C(F)(F)F)(F)F. Cell line: HT29. Synergy scores: CSS=11.2, Synergy_ZIP=-5.83, Synergy_Bliss=-11.9, Synergy_Loewe=-9.39, Synergy_HSA=-9.39. (2) Drug 1: C1CN1P(=S)(N2CC2)N3CC3. Drug 2: CCCCC(=O)OCC(=O)C1(CC(C2=C(C1)C(=C3C(=C2O)C(=O)C4=C(C3=O)C=CC=C4OC)O)OC5CC(C(C(O5)C)O)NC(=O)C(F)(F)F)O. Cell line: CAKI-1. Synergy scores: CSS=44.9, Synergy_ZIP=-9.22, Synergy_Bliss=-5.61, Synergy_Loewe=-9.41, Synergy_HSA=-3.35.